From a dataset of Reaction yield outcomes from USPTO patents with 853,638 reactions. Predict the reaction yield, written as a fraction of the theoretical maximum amount of product (1.0 means a 100% yield; for example, 0.34 means a 34% yield). (1) The reactants are [C:1]([NH:4][C:5](=[O:25])[CH2:6][CH:7]1[CH2:12][CH2:11][CH:10]([C:13]2[S:14][C:15]([C:18]3[CH:23]=[CH:22][C:21]([NH2:24])=[CH:20][CH:19]=3)=[CH:16][N:17]=2)[CH2:9][CH2:8]1)(=[O:3])[CH3:2].[F:26][C:27]1[CH:35]=[CH:34][CH:33]=[C:32]([F:36])[C:28]=1[C:29](Cl)=[O:30]. No catalyst specified. The product is [C:1]([NH:4][C:5](=[O:25])[CH2:6][CH:7]1[CH2:12][CH2:11][CH:10]([C:13]2[S:14][C:15]([C:18]3[CH:19]=[CH:20][C:21]([NH:24][C:29](=[O:30])[C:28]4[C:27]([F:26])=[CH:35][CH:34]=[CH:33][C:32]=4[F:36])=[CH:22][CH:23]=3)=[CH:16][N:17]=2)[CH2:9][CH2:8]1)(=[O:3])[CH3:2]. The yield is 0.470. (2) The reactants are [CH2:1]([C:3]1[NH:4][CH:5]=[C:6]([C:8]2[CH:13]=[CH:12][CH:11]=[CH:10][CH:9]=2)[N:7]=1)[CH3:2].C(=O)([O-])[O-].[K+].[K+].Cl[CH2:21][C:22]1[CH:40]=[CH:39][C:25]2/[C:26](=[C:35](/[CH3:38])\[C:36]#[N:37])/[C:27]3[CH:34]=[CH:33][CH:32]=[CH:31][C:28]=3[O:29][CH2:30][C:24]=2[CH:23]=1.C(OCC)(=O)C. The catalyst is CN(C=O)C. The product is [CH2:1]([C:3]1[N:4]([CH2:21][C:22]2[CH:40]=[CH:39][C:25]3/[C:26](=[C:35](/[CH3:38])\[C:36]#[N:37])/[C:27]4[CH:34]=[CH:33][CH:32]=[CH:31][C:28]=4[O:29][CH2:30][C:24]=3[CH:23]=2)[CH:5]=[C:6]([C:8]2[CH:13]=[CH:12][CH:11]=[CH:10][CH:9]=2)[N:7]=1)[CH3:2]. The yield is 0.990.